From a dataset of Reaction yield outcomes from USPTO patents with 853,638 reactions. Predict the reaction yield, written as a fraction of the theoretical maximum amount of product (1.0 means a 100% yield; for example, 0.34 means a 34% yield). The reactants are [Br:1][C:2]1[CH:7]=[C:6]([C:8]2[S:9][CH:10]=[CH:11][C:12]=2[Br:13])[C:5]([Br:14])=[CH:4][C:3]=1[C:15]1[S:16][CH:17]=[CH:18][C:19]=1[Br:20].C1COCC1.C([N-]C(C)C)(C)C.[Li+].Cl[Si:35]([CH3:38])([CH3:37])[CH3:36]. The catalyst is O1CCCC1.CCCCCCC.C(C1C=CC=CC=1)C.O.CO. The product is [Br:14][C:5]1[CH:4]=[C:3]([C:15]2[S:16][C:17]([Si:35]([CH3:38])([CH3:37])[CH3:36])=[CH:18][C:19]=2[Br:20])[C:2]([Br:1])=[CH:7][C:6]=1[C:8]1[S:9][C:10]([Si:35]([CH3:38])([CH3:37])[CH3:36])=[CH:11][C:12]=1[Br:13]. The yield is 0.740.